This data is from Full USPTO retrosynthesis dataset with 1.9M reactions from patents (1976-2016). The task is: Predict the reactants needed to synthesize the given product. (1) The reactants are: [OH-].[Na+].CN(C)[CH:5]=[CH:6][C:7]([C:9]1[S:13][C:12]([N:14]=CN(C)C)=[N:11][C:10]=1[CH3:19])=O.[CH2:21]([N:23]([CH2:27][CH3:28])[C:24]([NH2:26])=[NH:25])[CH3:22]. Given the product [NH2:14][C:12]1[S:13][C:9]([C:7]2[CH:6]=[CH:5][N:26]=[C:24]([N:23]([CH2:27][CH3:28])[CH2:21][CH3:22])[N:25]=2)=[C:10]([CH3:19])[N:11]=1, predict the reactants needed to synthesize it. (2) The reactants are: [F:1][CH:2]([F:19])[C:3]1[CH:7]=[C:6]([NH:8][C:9](=[O:17])OC2C=CC=CC=2)[N:5]([CH3:18])[N:4]=1.[Cl-].[C:21]([C:23]1([C:29]([O:31][CH3:32])=[O:30])[CH2:28][CH2:27][NH2+:26][CH2:25][CH2:24]1)#[N:22].C(N(CC)CC)C.O. Given the product [C:21]([C:23]1([C:29]([O:31][CH3:32])=[O:30])[CH2:28][CH2:27][N:26]([C:9](=[O:17])[NH:8][C:6]2[N:5]([CH3:18])[N:4]=[C:3]([CH:2]([F:1])[F:19])[CH:7]=2)[CH2:25][CH2:24]1)#[N:22], predict the reactants needed to synthesize it. (3) Given the product [N:8]1([CH2:17][C:18](=[O:35])[CH2:19][O:20][C:21]2[CH:22]=[CH:23][C:24]([CH2:27][CH2:28][CH2:29][CH2:30][CH2:31][CH2:32][CH2:33][CH3:34])=[CH:25][CH:26]=2)[C:16]2[C:11](=[CH:12][CH:13]=[CH:14][CH:15]=2)[CH:10]=[N:9]1, predict the reactants needed to synthesize it. The reactants are: C(OC(=O)C)(=O)C.[N:8]1([CH2:17][CH:18]([OH:35])[CH2:19][O:20][C:21]2[CH:26]=[CH:25][C:24]([CH2:27][CH2:28][CH2:29][CH2:30][CH2:31][CH2:32][CH2:33][CH3:34])=[CH:23][CH:22]=2)[C:16]2[C:11](=[CH:12][CH:13]=[CH:14][CH:15]=2)[CH:10]=[N:9]1.C(=O)([O-])O.[Na+].[Na+].[Cl-].